From a dataset of HIV replication inhibition screening data with 41,000+ compounds from the AIDS Antiviral Screen. Binary Classification. Given a drug SMILES string, predict its activity (active/inactive) in a high-throughput screening assay against a specified biological target. The molecule is CN(C)C1C(O)=C(C(=O)NCNC2C(=O)N3C2SC(C)(C)C3C(=O)O)C(=O)C2(O)C(O)=C3C(=O)c4c(O)cccc4C(C)(O)C3CC12. The result is 0 (inactive).